Task: Predict the product of the given reaction.. Dataset: Forward reaction prediction with 1.9M reactions from USPTO patents (1976-2016) (1) The product is: [F:1][C:2]([F:20])([F:21])[C:3]([C:9]1[CH:16]=[CH:15][C:12]([CH2:13][OH:14])=[C:11]([CH2:17][CH2:18][CH3:19])[CH:10]=1)([OH:8])[C:4]([F:5])([F:7])[F:6]. Given the reactants [F:1][C:2]([F:21])([F:20])[C:3]([C:9]1[CH:16]=[CH:15][C:12]([CH:13]=[O:14])=[C:11]([CH2:17][CH2:18][CH3:19])[CH:10]=1)([OH:8])[C:4]([F:7])([F:6])[F:5].[BH4-].[Na+], predict the reaction product. (2) Given the reactants [OH:1][C:2]1[CH:3]=[C:4]([C@H:8]2[CH2:10][C@@H:9]2[C:11]([NH:13][C@@H:14]([C:16]2[CH:21]=[CH:20][C:19]([O:22][CH2:23][C:24]([F:27])([F:26])[F:25])=[CH:18][N:17]=2)[CH3:15])=[O:12])[CH:5]=[CH:6][CH:7]=1.Cl[CH2:29][C:30]1([CH3:34])[CH2:33][O:32][CH2:31]1.C(=O)([O-])[O-].[K+].[K+].O, predict the reaction product. The product is: [CH3:29][C:30]1([CH2:34][O:1][C:2]2[CH:3]=[C:4]([C@H:8]3[CH2:10][C@@H:9]3[C:11]([NH:13][C@@H:14]([C:16]3[CH:21]=[CH:20][C:19]([O:22][CH2:23][C:24]([F:27])([F:25])[F:26])=[CH:18][N:17]=3)[CH3:15])=[O:12])[CH:5]=[CH:6][CH:7]=2)[CH2:33][O:32][CH2:31]1.